Task: Predict which catalyst facilitates the given reaction.. Dataset: Catalyst prediction with 721,799 reactions and 888 catalyst types from USPTO (1) Reactant: [F:1][C:2]1[CH:7]=[CH:6][CH:5]=[CH:4][C:3]=1[NH:8][C:9](=[O:16])[CH2:10][C:11]([O:13]CC)=O. Product: [F:1][C:2]1[CH:7]=[CH:6][CH:5]=[C:4]2[C:3]=1[NH:8][C:9](=[O:16])[CH:10]=[C:11]2[OH:13]. The catalyst class is: 2. (2) Reactant: [C:1]([O:5][C:6]([N:8]([CH3:50])[CH2:9][CH2:10][N:11]([CH3:49])[C@@H:12]1[CH2:19][N:18]2[C:20]3[CH:21]=[C:22]([C:33]([O:35]C)=[O:34])[CH:23]=[CH:24][C:25]=3[C:26]([CH:27]3[CH2:32][CH2:31][CH2:30][CH2:29][CH2:28]3)=[C:17]2[C:16]2[CH:37]=[CH:38][C:39]([O:41][CH2:42][C:43]3[CH:48]=[CH:47][CH:46]=[CH:45][N:44]=3)=[CH:40][C:15]=2[O:14][CH2:13]1)=[O:7])([CH3:4])([CH3:3])[CH3:2].[OH-].[K+].Cl. Product: [C:1]([O:5][C:6]([N:8]([CH3:50])[CH2:9][CH2:10][N:11]([CH3:49])[C@@H:12]1[CH2:19][N:18]2[C:20]3[CH:21]=[C:22]([C:33]([OH:35])=[O:34])[CH:23]=[CH:24][C:25]=3[C:26]([CH:27]3[CH2:28][CH2:29][CH2:30][CH2:31][CH2:32]3)=[C:17]2[C:16]2[CH:37]=[CH:38][C:39]([O:41][CH2:42][C:43]3[CH:48]=[CH:47][CH:46]=[CH:45][N:44]=3)=[CH:40][C:15]=2[O:14][CH2:13]1)=[O:7])([CH3:4])([CH3:3])[CH3:2]. The catalyst class is: 12. (3) Reactant: [F:1][C:2]1[CH:34]=[CH:33][C:5]([CH2:6][O:7][C@H:8]([C@H:13]2[O:21][C@H:20]3[C@H:16]([N:17]=[C:18]([N:22]([CH3:30])[C:23](=[O:29])[O:24][C:25]([CH3:28])([CH3:27])[CH3:26])[S:19]3)[C@@H:15]([OH:31])[C@@H:14]2[OH:32])[C:9]([F:12])([F:11])[F:10])=[CH:4][CH:3]=1.CO[C:37]([CH3:39])=[CH2:38].CC1C=CC(S(O)(=O)=O)=CC=1. Product: [CH3:38][C:37]1([CH3:39])[O:31][C@H:15]2[C@@H:14]([C@@H:13]([C@H:8]([O:7][CH2:6][C:5]3[CH:4]=[CH:3][C:2]([F:1])=[CH:34][CH:33]=3)[C:9]([F:10])([F:12])[F:11])[O:21][C@H:20]3[C@@H:16]2[N:17]=[C:18]([N:22]([CH3:30])[C:23](=[O:29])[O:24][C:25]([CH3:26])([CH3:27])[CH3:28])[S:19]3)[O:32]1. The catalyst class is: 21.